Task: Predict the reactants needed to synthesize the given product.. Dataset: Retrosynthesis with 50K atom-mapped reactions and 10 reaction types from USPTO (1) Given the product COc1ncccc1N, predict the reactants needed to synthesize it. The reactants are: COc1ncccc1[N+](=O)[O-]. (2) Given the product CS(=O)(=O)CCCOc1ccc(/C=C/C(=O)O)c(Oc2ncc(C(F)(F)F)cc2Cl)c1, predict the reactants needed to synthesize it. The reactants are: CCOC(=O)/C=C/c1ccc(OCCCS(C)(=O)=O)cc1Oc1ncc(C(F)(F)F)cc1Cl. (3) Given the product COc1nn(C)c(=O)cc1Cn1cnc(C(F)(F)F)c(Oc2cc(Cl)cc(C#N)c2)c1=O, predict the reactants needed to synthesize it. The reactants are: CI.COc1n[nH]c(=O)cc1Cn1cnc(C(F)(F)F)c(Oc2cc(Cl)cc(C#N)c2)c1=O.